Dataset: Reaction yield outcomes from USPTO patents with 853,638 reactions. Task: Predict the reaction yield, written as a fraction of the theoretical maximum amount of product (1.0 means a 100% yield; for example, 0.34 means a 34% yield). (1) The reactants are [Br:1][C:2]1[CH:10]=[C:6]([C:7]([OH:9])=O)[C:5]([OH:11])=[CH:4][CH:3]=1.[N+:12]([C:15]1[CH:21]=[CH:20][C:18]([NH2:19])=[CH:17][C:16]=1[C:22]([F:25])([F:24])[F:23])([O-:14])=[O:13]. No catalyst specified. The product is [Br:1][C:2]1[CH:3]=[CH:4][C:5]([OH:11])=[C:6]([CH:10]=1)[C:7]([NH:19][C:18]1[CH:20]=[CH:21][C:15]([N+:12]([O-:14])=[O:13])=[C:16]([C:22]([F:23])([F:24])[F:25])[CH:17]=1)=[O:9]. The yield is 0.497. (2) The reactants are Br[C:2]1[N:3]=[C:4]([C:20]2[C:21]([CH3:29])=[N:22][N:23]3[CH:28]=[CH:27][CH:26]=[CH:25][C:24]=23)[S:5][C:6]=1[C:7]1[N:11]=[CH:10][N:9]([CH2:12][O:13][CH2:14][CH2:15][Si:16]([CH3:19])([CH3:18])[CH3:17])[N:8]=1.[Cl-].[Cl:31][C:32]1[CH:39]=[CH:38][C:35]([CH2:36][Zn+])=[CH:34][CH:33]=1. The catalyst is O1CCCC1.CC(C)([P](C(C)(C)C)([Pd][P](C(C)(C)C)(C(C)(C)C)C(C)(C)C)C(C)(C)C)C. The product is [Cl:31][C:32]1[CH:39]=[CH:38][C:35]([CH2:36][C:2]2[N:3]=[C:4]([C:20]3[C:21]([CH3:29])=[N:22][N:23]4[CH:28]=[CH:27][CH:26]=[CH:25][C:24]=34)[S:5][C:6]=2[C:7]2[N:11]=[CH:10][N:9]([CH2:12][O:13][CH2:14][CH2:15][Si:16]([CH3:19])([CH3:18])[CH3:17])[N:8]=2)=[CH:34][CH:33]=1. The yield is 0.860. (3) The reactants are [Cl:1][C:2]1[C:3]([CH3:31])=[C:4]([CH:28]2[CH2:30][O:29]2)[C:5]([O:26][CH3:27])=[C:6]([CH:8]([NH:10][C:11]2[N:19]=[CH:18][N:17]=[C:16]3[C:12]=2[N:13]=[CH:14][N:15]3[CH:20]2[CH2:25][CH2:24][CH2:23][CH2:22][O:21]2)[CH3:9])[CH:7]=1.[CH:32]([NH2:35])([CH3:34])[CH3:33].CCN(C(C)C)C(C)C.CO. The catalyst is C(Cl)Cl. The product is [Cl:1][C:2]1[C:3]([CH3:31])=[C:4]([CH:28]([OH:29])[CH2:30][NH:35][CH:32]([CH3:34])[CH3:33])[C:5]([O:26][CH3:27])=[C:6]([CH:8]([NH:10][C:11]2[N:19]=[CH:18][N:17]=[C:16]3[C:12]=2[N:13]=[CH:14][N:15]3[CH:20]2[CH2:25][CH2:24][CH2:23][CH2:22][O:21]2)[CH3:9])[CH:7]=1. The yield is 0.0800. (4) The reactants are Cl[CH2:2][CH2:3][CH2:4][CH2:5][CH2:6][C:7]1([C:10]([O:12][C:13]([CH3:16])([CH3:15])[CH3:14])=[O:11])[CH2:9][CH2:8]1.[Na+].[I-:18]. The catalyst is CC(=O)CC.CCCCCCC. The product is [I:18][CH2:2][CH2:3][CH2:4][CH2:5][CH2:6][C:7]1([C:10]([O:12][C:13]([CH3:16])([CH3:15])[CH3:14])=[O:11])[CH2:9][CH2:8]1. The yield is 0.990. (5) The reactants are [N+](=[CH:3][C:4]([O:6][C:7]([CH3:10])([CH3:9])[CH3:8])=[O:5])=[N-].[CH3:11][C:12]1[CH:13]=[CH:14][C:15]2[N:16]([CH:18]=[C:19]([C:21]3[CH:30]=[CH:29][C:24]([C:25]([O:27][CH3:28])=[O:26])=[CH:23][CH:22]=3)[N:20]=2)[CH:17]=1. The catalyst is C1(C)C=CC=CC=1.[Cu]. The product is [C:7]([O:6][C:4]([CH2:3][C:18]1[N:16]2[CH:17]=[C:12]([CH3:11])[CH:13]=[CH:14][C:15]2=[N:20][C:19]=1[C:21]1[CH:22]=[CH:23][C:24]([C:25]([O:27][CH3:28])=[O:26])=[CH:29][CH:30]=1)=[O:5])([CH3:10])([CH3:9])[CH3:8]. The yield is 0.470. (6) The reactants are Cl[C:2]1[N:11]=[CH:10][C:9]2[N:8]([CH2:12][C:13]([OH:16])([CH3:15])[CH3:14])[C:7](=[O:17])[C:6]3([CH3:22])[CH2:18][O:19][CH2:20][CH2:21][N:5]3[C:4]=2[N:3]=1.[CH3:23][NH:24][C:25]([NH:27][C:28]1[CH:33]=[CH:32][C:31](B2OC(C)(C)C(C)(C)O2)=[CH:30][CH:29]=1)=[O:26].C([O-])(O)=O.[Na+]. The catalyst is O1CCOCC1.C1COCC1.C1C=CC(P(C2C=CC=CC=2)[C-]2C=CC=C2)=CC=1.C1C=CC(P(C2C=CC=CC=2)[C-]2C=CC=C2)=CC=1.Cl[Pd]Cl.[Fe+2]. The product is [OH:16][C:13]([CH3:15])([CH3:14])[CH2:12][N:8]1[C:7](=[O:17])[C:6]2([CH3:22])[CH2:18][O:19][CH2:20][CH2:21][N:5]2[C:4]2[N:3]=[C:2]([C:31]3[CH:30]=[CH:29][C:28]([NH:27][C:25]([NH:24][CH3:23])=[O:26])=[CH:33][CH:32]=3)[N:11]=[CH:10][C:9]1=2. The yield is 0.184. (7) The reactants are [N:1]([CH2:4][CH2:5][CH2:6][CH3:7])=[C:2]=[S:3].[CH:8]1([NH2:15])[CH2:14][CH2:13][CH2:12][CH2:11][CH2:10][CH2:9]1.C(N(CC)CC)C. The catalyst is ClCCl. The product is [CH2:4]([NH:1][C:2]([NH:15][CH:8]1[CH2:14][CH2:13][CH2:12][CH2:11][CH2:10][CH2:9]1)=[S:3])[CH2:5][CH2:6][CH3:7]. The yield is 0.680.